Dataset: Reaction yield outcomes from USPTO patents with 853,638 reactions. Task: Predict the reaction yield, written as a fraction of the theoretical maximum amount of product (1.0 means a 100% yield; for example, 0.34 means a 34% yield). (1) The reactants are [F:1][C:2]1[CH:27]=[CH:26][C:5]([C:6]([NH:8][C:9]2[S:13][C:12]([NH:14][C:15]3[CH:20]=[CH:19][C:18]([O:21][CH3:22])=[CH:17][CH:16]=3)=[N:11][C:10]=2[C:23]([NH2:25])=[O:24])=[O:7])=[CH:4][C:3]=1[N+:28]([O-])=O.[NH4+].[Cl-]. The product is [NH2:28][C:3]1[CH:4]=[C:5]([CH:26]=[CH:27][C:2]=1[F:1])[C:6]([NH:8][C:9]1[S:13][C:12]([NH:14][C:15]2[CH:16]=[CH:17][C:18]([O:21][CH3:22])=[CH:19][CH:20]=2)=[N:11][C:10]=1[C:23]([NH2:25])=[O:24])=[O:7]. The yield is 0.210. The catalyst is C(O)C.O.[Fe]. (2) The reactants are BrC1SC(NC(NC2C=CC=CC=2)=O)=NN=1.[Br:17][C:18]1[S:22][C:21]([NH:23][C:24](=[O:32])OC2C=CC=CC=2)=[N:20][N:19]=1.[CH3:33][C:34]1([CH3:41])[CH2:39][CH:38]([NH2:40])[CH2:37][CH2:36][O:35]1. No catalyst specified. The product is [Br:17][C:18]1[S:22][C:21]([NH:23][C:24]([NH:40][CH:38]2[CH2:37][CH2:36][O:35][C:34]([CH3:41])([CH3:33])[CH2:39]2)=[O:32])=[N:20][N:19]=1. The yield is 0.740. (3) The yield is 0.460. The product is [Br:1][C:2]1[C:3](=[O:27])[N:4]([CH2:18][C:19]2[CH:24]=[CH:23][C:22]([CH2:25][N:29]([CH3:30])[CH3:28])=[CH:21][CH:20]=2)[CH:5]=[CH:6][C:7]=1[O:8][CH2:9][C:10]1[CH:15]=[CH:14][C:13]([F:16])=[CH:12][C:11]=1[F:17]. The reactants are [Br:1][C:2]1[C:3](=[O:27])[N:4]([CH2:18][C:19]2[CH:24]=[CH:23][C:22]([CH2:25]Cl)=[CH:21][CH:20]=2)[CH:5]=[CH:6][C:7]=1[O:8][CH2:9][C:10]1[CH:15]=[CH:14][C:13]([F:16])=[CH:12][C:11]=1[F:17].[CH3:28][NH:29][CH3:30]. The catalyst is C1COCC1. (4) The reactants are B1(B2OC(C)(C)C(C)(C)O2)OC(C)(C)C(C)(C)[O:2]1.[Br:19][C:20]1[CH:25]=[CH:24][CH:23]=[C:22]([Cl:26])[CH:21]=1.OOS([O-])=O.[K+]. The catalyst is O.C(Cl)Cl.C[OH2+].C[OH2+].C1CC=CCCC=C1.C1CC=CCCC=C1.[Ir].[Ir]. The product is [Br:19][C:20]1[CH:25]=[C:24]([OH:2])[CH:23]=[C:22]([Cl:26])[CH:21]=1. The yield is 0.810. (5) The reactants are [C:1]([O:5][C@@H:6]([C:11]1[C:12]([CH3:33])=[N:13][C:14]2[N:15]([N:23]=[C:24]([C:26]3[CH:31]=[CH:30][CH:29]=[C:28]([Cl:32])[CH:27]=3)[CH:25]=2)[C:16]=1[CH:17]1[CH2:22][CH2:21][CH2:20][CH2:19][CH2:18]1)[C:7]([O:9]C)=[O:8])([CH3:4])([CH3:3])[CH3:2].[OH-].[Na+].Cl. The product is [C:1]([O:5][C@@H:6]([C:11]1[C:12]([CH3:33])=[N:13][C:14]2[N:15]([N:23]=[C:24]([C:26]3[CH:31]=[CH:30][CH:29]=[C:28]([Cl:32])[CH:27]=3)[CH:25]=2)[C:16]=1[CH:17]1[CH2:18][CH2:19][CH2:20][CH2:21][CH2:22]1)[C:7]([OH:9])=[O:8])([CH3:4])([CH3:3])[CH3:2]. The yield is 0.900. The catalyst is CO.CCOCC. (6) The reactants are [C:1]1([S:7]([C:10]2[CH:11]=[N:12][C:13]([CH2:16][NH2:17])=[N:14][CH:15]=2)(=[O:9])=[O:8])[CH:6]=[CH:5][CH:4]=[CH:3][CH:2]=1.[N:18]1[CH:19]=[CH:20][N:21]2[CH:26]=[C:25]([C:27](O)=[O:28])[CH:24]=[CH:23][C:22]=12.CCN=C=NCCCN(C)C.C(N(CC)CC)C.C1C=CC2N(O)N=NC=2C=1.C(=O)(O)[O-].[NH4+]. The catalyst is CN(C=O)C.C(#N)C.O. The product is [C:1]1([S:7]([C:10]2[CH:11]=[N:12][C:13]([CH2:16][NH:17][C:27]([C:25]3[CH:24]=[CH:23][C:22]4[N:21]([CH:20]=[CH:19][N:18]=4)[CH:26]=3)=[O:28])=[N:14][CH:15]=2)(=[O:9])=[O:8])[CH:2]=[CH:3][CH:4]=[CH:5][CH:6]=1. The yield is 0.200.